Dataset: Catalyst prediction with 721,799 reactions and 888 catalyst types from USPTO. Task: Predict which catalyst facilitates the given reaction. Reactant: C[O:2][C:3]([C:5]1[CH:14]=[CH:13][C:12]2[CH:11]([NH:15][C:16]([O:18][CH2:19][C:20]3[CH:25]=[CH:24][CH:23]=[CH:22][CH:21]=3)=[O:17])[CH2:10][CH2:9][CH2:8][C:7]=2[CH:6]=1)=[O:4]. Product: [CH2:19]([O:18][C:16]([NH:15][CH:11]1[CH2:10][CH2:9][CH2:8][C:7]2[CH:6]=[C:5]([C:3]([OH:4])=[O:2])[CH:14]=[CH:13][C:12]1=2)=[O:17])[C:20]1[CH:25]=[CH:24][CH:23]=[CH:22][CH:21]=1. The catalyst class is: 74.